From a dataset of Full USPTO retrosynthesis dataset with 1.9M reactions from patents (1976-2016). Predict the reactants needed to synthesize the given product. (1) Given the product [Br:14][CH:9]([C:4]1[CH:3]=[C:2]([Cl:1])[CH:7]=[C:6]([Cl:8])[CH:5]=1)[C:10]([O:12][CH3:13])=[O:11], predict the reactants needed to synthesize it. The reactants are: [Cl:1][C:2]1[CH:3]=[C:4]([CH2:9][C:10]([O:12][CH3:13])=[O:11])[CH:5]=[C:6]([Cl:8])[CH:7]=1.[Br:14]N1C(=O)CCC1=O.C(OOC(=O)C1C=CC=CC=1)(=O)C1C=CC=CC=1. (2) Given the product [S:18]1[C:17]([C:16]([O:20][CH3:21])=[O:19])=[CH:1][C:3]2[CH:4]=[C:5]([C:6]([O:8][CH3:9])=[O:7])[CH:10]=[CH:11][C:12]1=2, predict the reactants needed to synthesize it. The reactants are: [CH:1]([C:3]1[CH:4]=[C:5]([CH:10]=[CH:11][C:12]=1[N+]([O-])=O)[C:6]([O:8][CH3:9])=[O:7])=O.[C:16]([O:20][CH3:21])(=[O:19])[CH2:17][SH:18].C(=O)([O-])[O-].[K+].[K+].CN(C)C=O. (3) Given the product [CH3:1][C:2]1[CH:3]=[C:4]([CH:8]=[CH:9][C:10]=1[N+:11]([O-:13])=[O:12])[C:5]([NH2:25])=[O:6], predict the reactants needed to synthesize it. The reactants are: [CH3:1][C:2]1[CH:3]=[C:4]([CH:8]=[CH:9][C:10]=1[N+:11]([O-:13])=[O:12])[C:5](O)=[O:6].S(Cl)(Cl)=O.COCCOC.[OH-].[NH3:25]. (4) Given the product [CH3:1][O:2][C:3](=[O:38])[C:4]1[CH:9]=[CH:8][C:7]([CH2:10][N:11]2[CH:15]=[C:14]([C:16]3[CH:21]=[CH:20][C:19]([Cl:22])=[CH:18][C:17]=3[Cl:23])[N:13]=[C:12]2[CH2:24][C:25]2[CH:30]=[CH:29][C:28]([C:31]3[CH:36]=[CH:35][CH:34]=[C:33]([NH:37][C:40]([O:42][CH:43]([CH3:45])[CH3:44])=[O:41])[CH:32]=3)=[CH:27][CH:26]=2)=[CH:6][CH:5]=1, predict the reactants needed to synthesize it. The reactants are: [CH3:1][O:2][C:3](=[O:38])[C:4]1[CH:9]=[CH:8][C:7]([CH2:10][N:11]2[CH:15]=[C:14]([C:16]3[CH:21]=[CH:20][C:19]([Cl:22])=[CH:18][C:17]=3[Cl:23])[N:13]=[C:12]2[CH2:24][C:25]2[CH:30]=[CH:29][C:28]([C:31]3[CH:36]=[CH:35][CH:34]=[C:33]([NH2:37])[CH:32]=3)=[CH:27][CH:26]=2)=[CH:6][CH:5]=1.Cl[C:40]([O:42][CH:43]([CH3:45])[CH3:44])=[O:41].